Dataset: Forward reaction prediction with 1.9M reactions from USPTO patents (1976-2016). Task: Predict the product of the given reaction. Given the reactants [F:1][C:2]([F:34])([F:33])[C:3]1[CH:28]=[C:27]([C:29]([F:32])([F:31])[F:30])[CH:26]=[CH:25][C:4]=1[CH2:5][O:6][C:7]1[CH:15]=[CH:14][C:13](/[CH:16]=[C:17]2/[C:18]([NH:23][CH3:24])=[N:19][C:20](=[O:22])[S:21]/2)=[CH:12][C:8]=1C(O)=O.CN.O1CCCC1.ON1C2C=CC=CC=2N=N1.Cl.C(N=C=NCCCN(C)C)C.C[N:65]([CH3:68])[CH:66]=[O:67], predict the reaction product. The product is: [F:34][C:2]([F:1])([F:33])[C:3]1[CH:28]=[C:27]([C:29]([F:30])([F:32])[F:31])[CH:26]=[CH:25][C:4]=1[CH2:5][O:6][C:7]1[CH:8]=[CH:12][C:13](/[CH:16]=[C:17]2/[C:18]([NH:23][CH3:24])=[N:19][C:20](=[O:22])[S:21]/2)=[CH:14][C:15]=1[C:66]([NH:65][CH3:68])=[O:67].